From a dataset of Forward reaction prediction with 1.9M reactions from USPTO patents (1976-2016). Predict the product of the given reaction. (1) Given the reactants [CH3:1][N:2]1[C:6]([C@@:7]23[CH2:16][CH2:15][CH2:14][CH2:13][C@@H:8]2[O:9]C(=O)O3)=[CH:5][CH:4]=[N:3]1, predict the reaction product. The product is: [CH3:1][N:2]1[C:6]([C@@H:7]2[CH2:16][CH2:15][CH2:14][CH2:13][C@@H:8]2[OH:9])=[CH:5][CH:4]=[N:3]1. (2) Given the reactants [CH3:1][C:2]1[CH:11]=[CH:10][C:5]([C:6](OC)=[O:7])=[C:4]([O:12][C@H:13]([CH2:15][CH:16]=[CH2:17])[CH3:14])[CH:3]=1.[H-].[Al+3].[Li+].[H-].[H-].[H-].C(OCC)(=O)C.[NH4+].[Cl-], predict the reaction product. The product is: [CH3:1][C:2]1[CH:11]=[CH:10][C:5]([CH2:6][OH:7])=[C:4]([O:12][C@H:13]([CH2:15][CH:16]=[CH2:17])[CH3:14])[CH:3]=1. (3) Given the reactants [CH2:1]([O:8][C:9]1[CH:10]=[C:11]([CH2:17][OH:18])[CH:12]=[C:13]([CH2:15][OH:16])[CH:14]=1)[C:2]1[CH:7]=[CH:6][CH:5]=[CH:4][CH:3]=1.C(N(CC)CC)C.[C:26]([Si:30](Cl)([C:37]1[CH:42]=[CH:41][CH:40]=[CH:39][CH:38]=1)[C:31]1[CH:36]=[CH:35][CH:34]=[CH:33][CH:32]=1)([CH3:29])([CH3:28])[CH3:27].C(=O)([O-])O.[Na+], predict the reaction product. The product is: [CH2:1]([O:8][C:9]1[CH:10]=[C:11]([CH2:17][OH:18])[CH:12]=[C:13]([CH2:15][O:16][Si:30]([C:26]([CH3:29])([CH3:28])[CH3:27])([C:37]2[CH:38]=[CH:39][CH:40]=[CH:41][CH:42]=2)[C:31]2[CH:36]=[CH:35][CH:34]=[CH:33][CH:32]=2)[CH:14]=1)[C:2]1[CH:7]=[CH:6][CH:5]=[CH:4][CH:3]=1. (4) Given the reactants [OH-:1].[K+].[CH3:3][O:4][CH:5]([C:14]1[CH:19]=[CH:18][CH:17]=[CH:16][CH:15]=1)[C:6](=[O:13])[C:7]1[CH:12]=[CH:11][CH:10]=[CH:9][CH:8]=1.[CH2:20]=O.Cl, predict the reaction product. The product is: [CH3:3][O:4][C:5]([CH2:20][OH:1])([C:14]1[CH:19]=[CH:18][CH:17]=[CH:16][CH:15]=1)[C:6](=[O:13])[C:7]1[CH:12]=[CH:11][CH:10]=[CH:9][CH:8]=1. (5) Given the reactants [N:1]1([C:6]([N:8]2[CH2:17][CH2:16][C:15]3[C:14]([CH:18]=[O:19])=[C:13]([O:20][CH3:21])[CH:12]=[CH:11][C:10]=3[CH2:9]2)=[O:7])[CH:5]=[CH:4][N:3]=[CH:2]1.[CH3:22][I:23], predict the reaction product. The product is: [I-:23].[CH:18]([C:14]1[C:13]([O:20][CH3:21])=[CH:12][CH:11]=[C:10]2[C:15]=1[CH2:16][CH2:17][N:8]([C:6]([N:1]1[CH:5]=[CH:4][N+:3]([CH3:22])=[CH:2]1)=[O:7])[CH2:9]2)=[O:19]. (6) Given the reactants Cl.[NH:2]1[C:10]2[C:5](=[CH:6][C:7]([NH:11][NH2:12])=[CH:8][CH:9]=2)[CH:4]=[N:3]1.[CH3:13][C:14]([CH3:21])([CH3:20])[C:15](=O)[CH2:16][C:17]#[N:18], predict the reaction product. The product is: [C:14]([C:15]1[CH:16]=[C:17]([NH2:18])[N:11]([C:7]2[CH:6]=[C:5]3[C:10](=[CH:9][CH:8]=2)[NH:2][N:3]=[CH:4]3)[N:12]=1)([CH3:21])([CH3:20])[CH3:13]. (7) Given the reactants [N:1]1[CH:6]=[CH:5][CH:4]=[CH:3][C:2]=1[CH:7]=O.S([CH2:19][N+:20]#[C-:21])(C1C=CC(C)=CC=1)(=O)=O.[C-]#[N:23].[K+], predict the reaction product. The product is: [NH:20]1[CH:21]=[C:7]([C:2]2[CH:3]=[CH:4][CH:5]=[CH:6][N:1]=2)[N:23]=[CH:19]1. (8) Given the reactants B(Br)(Br)Br.[Cl:5][C:6]1[C:11]([C:12]([NH:14][C:15]2[CH:20]=[CH:19][C:18]([CH2:21][C:22]([O:24][CH2:25][CH3:26])=[O:23])=[CH:17][CH:16]=2)=[O:13])=[C:10]([F:27])[C:9]([O:28]C)=[CH:8][CH:7]=1, predict the reaction product. The product is: [Cl:5][C:6]1[C:11]([C:12]([NH:14][C:15]2[CH:16]=[CH:17][C:18]([CH2:21][C:22]([O:24][CH2:25][CH3:26])=[O:23])=[CH:19][CH:20]=2)=[O:13])=[C:10]([F:27])[C:9]([OH:28])=[CH:8][CH:7]=1.